The task is: Predict the reactants needed to synthesize the given product.. This data is from Full USPTO retrosynthesis dataset with 1.9M reactions from patents (1976-2016). (1) The reactants are: [CH:1]([O:4][C:5](=[S:19])[NH:6][C:7]1[CH:12]=[C:11](F)[CH:10]=[C:9](OC(C)(C)C)[CH:8]=1)([CH3:3])[CH3:2].[C:20]([Li])([CH3:23])([CH3:22])[CH3:21].[CH3:25]N(C)[CH:27]=[O:28].[O:30]1[CH2:34][CH2:33][CH2:32][CH2:31]1. Given the product [C:20]([O:30][SH:19]1[C:12]2[C:11]([CH:27]=[O:28])=[CH:10][CH:9]=[CH:8][C:7]=2[N:6]=[C:5]1[O:4][CH:1]([CH3:2])[CH3:3])([CH3:23])([CH3:22])[CH3:21].[C:31]([O:30][CH2:34][CH3:33])(=[O:4])[CH3:32].[CH3:7][CH2:12][CH2:11][CH:10]([CH3:9])[CH3:25], predict the reactants needed to synthesize it. (2) Given the product [F:3][C:4]1[CH:11]=[CH:10][C:7]([CH2:8][O:12][CH:13]2[CH2:14][CH2:15][N:16]([C:19]([O:21][C:22]([CH3:25])([CH3:24])[CH3:23])=[O:20])[CH2:17][CH2:18]2)=[CH:6][CH:5]=1, predict the reactants needed to synthesize it. The reactants are: [OH-].[Na+].[F:3][C:4]1[CH:11]=[CH:10][C:7]([CH2:8]Br)=[CH:6][CH:5]=1.[OH:12][CH:13]1[CH2:18][CH2:17][N:16]([C:19]([O:21][C:22]([CH3:25])([CH3:24])[CH3:23])=[O:20])[CH2:15][CH2:14]1.C(OCC)C. (3) Given the product [CH3:8][C:3]([CH3:9])([CH:2]=[O:1])[C:4]([O:6][CH3:7])=[O:5], predict the reactants needed to synthesize it. The reactants are: [OH:1][CH2:2][C:3]([CH3:9])([CH3:8])[C:4]([O:6][CH3:7])=[O:5].CS(C)=O.C(N(CC)CC)C. (4) The reactants are: [CH3:1][O:2][CH2:3][CH2:4][O:5][C:6]1[C:11]([N+:12]([O-:14])=[O:13])=[C:10]([S:15][CH3:16])[CH:9]=[C:8]([CH3:17])[N:7]=1.ClC1C=CC=C(C(OO)=[O:26])C=1.S([O-])([O-])=O.[Na+].[Na+]. Given the product [CH3:1][O:2][CH2:3][CH2:4][O:5][C:6]1[C:11]([N+:12]([O-:14])=[O:13])=[C:10]([S:15]([CH3:16])=[O:26])[CH:9]=[C:8]([CH3:17])[N:7]=1, predict the reactants needed to synthesize it. (5) Given the product [CH3:26][N:3]1[C:4]2[C:9](=[CH:8][C:7]3[CH2:12][CH2:13][N:14]([C:17]([O:19][CH2:20][CH3:21])=[O:18])[CH2:15][CH2:16][C:6]=3[CH:5]=2)[CH2:10][CH2:11][C:2]1=[O:1], predict the reactants needed to synthesize it. The reactants are: [O:1]=[C:2]1[CH2:11][CH2:10][C:9]2[C:4](=[CH:5][C:6]3[CH2:16][CH2:15][N:14]([C:17]([O:19][CH2:20][CH3:21])=[O:18])[CH2:13][CH2:12][C:7]=3[CH:8]=2)[NH:3]1.[H-].[Na+].CI.[C:26](=O)([O-])O.[Na+]. (6) Given the product [C:1]([O:5][C:6](=[O:27])[C@H:7]([CH2:19][C:20]1[CH:25]=[CH:24][C:23]([OH:26])=[CH:22][CH:21]=1)[NH:8][C:9]1[C:13]([NH:44][CH2:43][CH2:42][NH:41][C:39]([NH:38][C:34]2[CH:35]=[CH:36][CH:37]=[C:32]([CH3:31])[CH:33]=2)=[O:40])=[N:12][S:11](=[O:17])(=[O:18])[N:10]=1)([CH3:3])([CH3:4])[CH3:2], predict the reactants needed to synthesize it. The reactants are: [C:1]([O:5][C:6](=[O:27])[C@H:7]([CH2:19][C:20]1[CH:25]=[CH:24][C:23]([OH:26])=[CH:22][CH:21]=1)[NH:8][C:9]1[C:13](OCC)=[N:12][S:11](=[O:18])(=[O:17])[N:10]=1)([CH3:4])([CH3:3])[CH3:2].C([O-])=O.[CH3:31][C:32]1[CH:33]=[C:34]([NH:38][C:39]([NH:41][CH2:42][CH2:43][NH2:44])=[O:40])[CH:35]=[CH:36][CH:37]=1.C(N(CC)CC)C. (7) Given the product [O:29]=[C:4]1[C:3](=[CH:2][NH:48][C:45]2[CH:46]=[CH:47][C:42]([CH2:41][CH2:40][N:35]3[CH2:39][CH2:38][CH2:37][CH2:36]3)=[CH:43][CH:44]=2)[C:11]2[C:6](=[CH:7][C:8]([C:12]([C:14]3[CH:15]=[C:16]([NH:20][C:21]([C:23]4[C:24]([CH3:28])=[N:25][O:26][CH:27]=4)=[O:22])[CH:17]=[CH:18][CH:19]=3)=[O:13])=[CH:9][CH:10]=2)[NH:5]1, predict the reactants needed to synthesize it. The reactants are: O[CH:2]=[C:3]1[C:11]2[C:6](=[CH:7][C:8]([C:12]([C:14]3[CH:15]=[C:16]([NH:20][C:21]([C:23]4[C:24]([CH3:28])=[N:25][O:26][CH:27]=4)=[O:22])[CH:17]=[CH:18][CH:19]=3)=[O:13])=[CH:9][CH:10]=2)[NH:5][C:4]1=[O:29].C1COCC1.[N:35]1([CH2:40][CH2:41][C:42]2[CH:47]=[CH:46][C:45]([NH2:48])=[CH:44][CH:43]=2)[CH2:39][CH2:38][CH2:37][CH2:36]1. (8) Given the product [Cl:1][C:2]1[N:3]=[C:4]2[CH:12]=[C:11]([CH3:13])[CH:10]=[N:9][C:5]2=[N:6][C:7]=1[N:15]1[CH2:18][CH:17]([N:19]([CH3:27])[C:20](=[O:26])[O:21][C:22]([CH3:23])([CH3:24])[CH3:25])[CH2:16]1, predict the reactants needed to synthesize it. The reactants are: [Cl:1][C:2]1[N:3]=[C:4]2[CH:12]=[C:11]([CH3:13])[CH:10]=[N:9][C:5]2=[N:6][C:7]=1Cl.Cl.[NH:15]1[CH2:18][CH:17]([N:19]([CH3:27])[C:20](=[O:26])[O:21][C:22]([CH3:25])([CH3:24])[CH3:23])[CH2:16]1.